From a dataset of Reaction yield outcomes from USPTO patents with 853,638 reactions. Predict the reaction yield, written as a fraction of the theoretical maximum amount of product (1.0 means a 100% yield; for example, 0.34 means a 34% yield). (1) The reactants are [CH3:1][CH:2]([NH2:4])[CH3:3].Cl[CH2:6][C:7]([O:9][CH2:10][CH3:11])=[O:8]. The catalyst is C1(C)C=CC=CC=1. The product is [CH:2]([NH:4][CH2:6][C:7]([O:9][CH2:10][CH3:11])=[O:8])([CH3:3])[CH3:1]. The yield is 0.510. (2) The reactants are [Br:1][C:2]1[CH:12]=[C:11]([O:13][CH3:14])[C:10]([O:15][CH2:16][C:17]2[CH:22]=[CH:21][C:20]([O:23][CH3:24])=[CH:19][CH:18]=2)=[CH:9][C:3]=1[C:4]([O:6]CC)=[O:5].O.CO. The catalyst is C1COCC1. The product is [Br:1][C:2]1[CH:12]=[C:11]([O:13][CH3:14])[C:10]([O:15][CH2:16][C:17]2[CH:22]=[CH:21][C:20]([O:23][CH3:24])=[CH:19][CH:18]=2)=[CH:9][C:3]=1[C:4]([OH:6])=[O:5]. The yield is 0.920.